Dataset: Reaction yield outcomes from USPTO patents with 853,638 reactions. Task: Predict the reaction yield, written as a fraction of the theoretical maximum amount of product (1.0 means a 100% yield; for example, 0.34 means a 34% yield). (1) The reactants are [NH2:1][C:2]1[CH:3]=[C:4]2[C:9](=[CH:10][CH:11]=1)[N:8]=[CH:7][N:6]=[C:5]2[NH:12][C:13]1[CH:18]=[CH:17][CH:16]=[C:15]([Br:19])[CH:14]=1.[C:20](Cl)(=[O:24])/[CH:21]=[CH:22]/[CH3:23]. The catalyst is C1COCC1. The product is [Br:19][C:15]1[CH:14]=[C:13]([NH:12][C:5]2[C:4]3[C:9](=[CH:10][CH:11]=[C:2]([NH:1][C:20](=[O:24])/[CH:21]=[CH:22]/[CH3:23])[CH:3]=3)[N:8]=[CH:7][N:6]=2)[CH:18]=[CH:17][CH:16]=1. The yield is 0.520. (2) The reactants are [F:1][C:2]1[CH:7]=[CH:6][C:5]([CH2:8][C:9]([O:11][CH2:12][CH3:13])=[O:10])=[CH:4][CH:3]=1.CO[CH:16](OC)[N:17]([CH3:19])[CH3:18]. The catalyst is CN(C=O)C.CCOC(C)=O. The product is [CH3:16][N:17]([CH3:19])[CH:18]=[C:8]([C:5]1[CH:4]=[CH:3][C:2]([F:1])=[CH:7][CH:6]=1)[C:9]([O:11][CH2:12][CH3:13])=[O:10]. The yield is 0.342.